This data is from NCI-60 drug combinations with 297,098 pairs across 59 cell lines. The task is: Regression. Given two drug SMILES strings and cell line genomic features, predict the synergy score measuring deviation from expected non-interaction effect. (1) Drug 2: CC1=C(C(=O)C2=C(C1=O)N3CC4C(C3(C2COC(=O)N)OC)N4)N. Drug 1: COC1=CC(=CC(=C1O)OC)C2C3C(COC3=O)C(C4=CC5=C(C=C24)OCO5)OC6C(C(C7C(O6)COC(O7)C8=CC=CS8)O)O. Synergy scores: CSS=35.5, Synergy_ZIP=6.89, Synergy_Bliss=11.2, Synergy_Loewe=12.3, Synergy_HSA=14.2. Cell line: NCI-H226. (2) Drug 1: C1C(C(OC1N2C=NC3=C2NC=NCC3O)CO)O. Drug 2: C1C(C(OC1N2C=NC(=NC2=O)N)CO)O. Cell line: IGROV1. Synergy scores: CSS=1.11, Synergy_ZIP=-2.14, Synergy_Bliss=-3.58, Synergy_Loewe=-0.601, Synergy_HSA=-1.58.